From a dataset of Full USPTO retrosynthesis dataset with 1.9M reactions from patents (1976-2016). Predict the reactants needed to synthesize the given product. (1) Given the product [C:1]([C:3]1[CH:4]=[C:5]([C:12]([N:30]([CH2:29][C@H:28]([C:25]2[CH:24]=[CH:23][C:22]([F:21])=[CH:27][CH:26]=2)[CH2:32][CH:33]=[CH2:34])[CH3:31])=[O:14])[C:6]2[CH2:7][CH2:8][CH2:9][C:10]=2[CH:11]=1)#[N:2], predict the reactants needed to synthesize it. The reactants are: [C:1]([C:3]1[CH:4]=[C:5]([C:12]([OH:14])=O)[C:6]2[CH2:7][CH2:8][CH2:9][C:10]=2[CH:11]=1)#[N:2].C(Cl)(=O)C(Cl)=O.[F:21][C:22]1[CH:27]=[CH:26][C:25]([C@H:28]([CH2:32][CH:33]=[CH2:34])[CH2:29][NH:30][CH3:31])=[CH:24][CH:23]=1.C(N(CC)CC)C. (2) Given the product [NH2:11][C:6]1[CH:7]=[CH:8][CH:9]=[C:10]2[C:5]=1[CH2:4][CH2:3][N:2]([C:13]1[NH:22][C:21](=[O:23])[C:20]3[C:15](=[CH:16][C:17]([O:26][CH3:27])=[C:18]([O:24][CH3:25])[CH:19]=3)[N:14]=1)[CH2:1]2, predict the reactants needed to synthesize it. The reactants are: [CH2:1]1[C:10]2[C:5](=[C:6]([NH2:11])[CH:7]=[CH:8][CH:9]=2)[CH2:4][CH2:3][NH:2]1.Cl[C:13]1[NH:22][C:21](=[O:23])[C:20]2[C:15](=[CH:16][C:17]([O:26][CH3:27])=[C:18]([O:24][CH3:25])[CH:19]=2)[N:14]=1. (3) Given the product [N:1]1([CH2:39][C:40]([OH:42])=[O:41])[CH2:2][CH2:3][CH2:4][CH2:5][CH2:6]1, predict the reactants needed to synthesize it. The reactants are: [NH:1]1[CH2:6][CH2:5][CH:4](C2C=CC(NC(C3C(C4C=CC(C(F)(F)F)=CC=4)=CC=CC=3)=O)=CC=2)[CH2:3][CH2:2]1.C([O-])([O-])=O.[Na+].[Na+].Br[CH:39](C1C=CC=CC=1)[C:40]([O:42]C)=[O:41].